Dataset: Catalyst prediction with 721,799 reactions and 888 catalyst types from USPTO. Task: Predict which catalyst facilitates the given reaction. (1) Reactant: [CH3:1][S:2]([CH2:5][CH2:6][CH2:7][OH:8])(=[O:4])=[O:3].[H-].[Na+].[Br:11][C:12]1[CH:13]=[N:14][CH:15]=[C:16]([CH2:18]Br)[CH:17]=1.[NH4+].[Cl-]. Product: [Br:11][C:12]1[CH:13]=[N:14][CH:15]=[C:16]([CH2:18][O:8][CH2:7][CH2:6][CH2:5][S:2]([CH3:1])(=[O:4])=[O:3])[CH:17]=1. The catalyst class is: 173. (2) Reactant: [ClH:1].CCOCC.[CH3:7][O:8][C:9]1[CH:14]=[CH:13][C:12]([C:15]2[CH:20]=[CH:19][N:18]([C:21]3[CH:22]=[CH:23][C:24]4[C:25]5[CH2:34][NH:33][CH2:32][CH2:31][C:26]=5[N:27]([CH3:30])[C:28]=4[CH:29]=3)[C:17](=[O:35])[CH:16]=2)=[C:11]([CH3:36])[CH:10]=1. Product: [ClH:1].[CH3:7][O:8][C:9]1[CH:14]=[CH:13][C:12]([C:15]2[CH:20]=[CH:19][N:18]([C:21]3[CH:22]=[CH:23][C:24]4[C:25]5[CH2:34][NH:33][CH2:32][CH2:31][C:26]=5[N:27]([CH3:30])[C:28]=4[CH:29]=3)[C:17](=[O:35])[CH:16]=2)=[C:11]([CH3:36])[CH:10]=1. The catalyst class is: 2. (3) Reactant: [NH2:1][CH2:2][C:3]1[CH:4]=[C:5]([N:9]2[C:13]([C:14]([NH:16][CH2:17][C:18]3[CH:23]=[CH:22][CH:21]=[CH:20][C:19]=3[O:24][CH3:25])=[O:15])=[CH:12][C:11]([C:26]([F:29])([F:28])[F:27])=[N:10]2)[CH:6]=[CH:7][CH:8]=1.FC1C=CC2NC(=O)N([C:40](=[S:51])[C@H:41]([NH:43][C:44](=[O:50])[O:45][C:46]([CH3:49])([CH3:48])[CH3:47])[CH3:42])C=2C=1. Product: [CH3:25][O:24][C:19]1[CH:20]=[CH:21][CH:22]=[CH:23][C:18]=1[CH2:17][NH:16][C:14]([C:13]1[N:9]([C:5]2[CH:4]=[C:3]([CH:8]=[CH:7][CH:6]=2)[CH2:2][NH:1][C:40](=[S:51])[C@@H:41]([NH:43][C:44](=[O:50])[O:45][C:46]([CH3:48])([CH3:47])[CH3:49])[CH3:42])[N:10]=[C:11]([C:26]([F:28])([F:29])[F:27])[CH:12]=1)=[O:15]. The catalyst class is: 18. (4) Reactant: C([O:5][C:6](=[O:20])[CH2:7][CH2:8][CH2:9][N:10]1[CH:14]=[CH:13][C:12]([C:15]([O:17][CH2:18][CH3:19])=[O:16])=[CH:11]1)(C)(C)C. Product: [CH2:18]([O:17][C:15]([C:12]1[CH:13]=[CH:14][N:10]([CH2:9][CH2:8][CH2:7][C:6]([OH:20])=[O:5])[CH:11]=1)=[O:16])[CH3:19]. The catalyst class is: 2. (5) Reactant: Cl.O1CCOCC1.[NH2:8][C:9](=[O:45])[CH2:10][CH:11]([NH:19][C:20]([C:22]1([NH:37]C(=O)OC(C)(C)C)[CH2:27][CH2:26][N:25]([C:28]2[C:29]3[CH:36]=[CH:35][NH:34][C:30]=3[N:31]=[CH:32][N:33]=2)[CH2:24][CH2:23]1)=[O:21])[C:12]1[CH:17]=[CH:16][C:15]([Cl:18])=[CH:14][CH:13]=1. Product: [NH2:37][C:22]1([C:20]([NH:19][CH:11]([C:12]2[CH:17]=[CH:16][C:15]([Cl:18])=[CH:14][CH:13]=2)[CH2:10][C:9]([NH2:8])=[O:45])=[O:21])[CH2:27][CH2:26][N:25]([C:28]2[C:29]3[CH:36]=[CH:35][NH:34][C:30]=3[N:31]=[CH:32][N:33]=2)[CH2:24][CH2:23]1. The catalyst class is: 2. (6) Reactant: [CH3:1][C:2]1[CH:10]=[CH:9][C:5]([C:6]([OH:8])=O)=[CH:4][C:3]=1[B:11]1[O:15][C:14]([CH3:17])([CH3:16])[C:13]([CH3:19])([CH3:18])[O:12]1.S(Cl)(Cl)=O.[CH3:24][N:25]1[C:29]([NH2:30])=[CH:28][CH:27]=[N:26]1.N1C=CC=CC=1. Product: [CH3:1][C:2]1[CH:10]=[CH:9][C:5]([C:6]([NH:30][C:29]2[N:25]([CH3:24])[N:26]=[CH:27][CH:28]=2)=[O:8])=[CH:4][C:3]=1[B:11]1[O:15][C:14]([CH3:16])([CH3:17])[C:13]([CH3:19])([CH3:18])[O:12]1. The catalyst class is: 2. (7) Reactant: [Cl:1][C:2]1[C:3]([NH:13][CH:14]([CH3:17])[CH2:15]O)=[N:4][C:5]2[C:10]([N:11]=1)=[CH:9][CH:8]=[C:7]([Cl:12])[CH:6]=2.[Cl:18][C:19]1[C:20]([NH:30][CH:31]([CH3:34])[CH2:32]O)=[N:21][C:22]2[C:27]([N:28]=1)=[CH:26][C:25]([Cl:29])=[CH:24][CH:23]=2.O=S(Cl)Cl. Product: [Cl:1][C:2]1[C:3]2[N:4]([CH2:15][CH:14]([CH3:17])[N:13]=2)[C:5]2[C:10]([N:11]=1)=[CH:9][CH:8]=[C:7]([Cl:12])[CH:6]=2.[Cl:18][C:19]1[C:20]2[N:21]([CH2:32][CH:31]([CH3:34])[N:30]=2)[C:22]2[C:27]([N:28]=1)=[CH:26][C:25]([Cl:29])=[CH:24][CH:23]=2. The catalyst class is: 22. (8) Reactant: [CH:1]([O:4][CH:5]([CH2:11][C:12]1[CH:17]=[CH:16][C:15]([N+:18]([O-])=O)=[CH:14][CH:13]=1)[C:6]([O:8][CH2:9][CH3:10])=[O:7])([CH3:3])[CH3:2]. Product: [CH:1]([O:4][CH:5]([CH2:11][C:12]1[CH:13]=[CH:14][C:15]([NH2:18])=[CH:16][CH:17]=1)[C:6]([O:8][CH2:9][CH3:10])=[O:7])([CH3:2])[CH3:3]. The catalyst class is: 13. (9) Reactant: [CH2:1]([C:8]1[O:9][C:10]([CH3:15])=[CH:11][C:12](=O)[CH:13]=1)[C:2]1[CH:7]=[CH:6][CH:5]=[CH:4][CH:3]=1.Cl.[NH2:17]O.C([O-])(=O)C.[Na+]. Product: [CH2:1]([CH:8]1[CH:13]=[C:12]([NH2:17])[CH:11]=[C:10]([CH3:15])[O:9]1)[C:2]1[CH:7]=[CH:6][CH:5]=[CH:4][CH:3]=1. The catalyst class is: 5. (10) Reactant: Cl[C:2]1[C:11]2=[N:12][N:13](CC3C=CC(OC)=CC=3)[CH:14]=[C:10]2[C:9]2[CH:8]=[C:7]([O:24][CH3:25])[C:6]([O:26][CH3:27])=[CH:5][C:4]=2[N:3]=1.C(OC([N:35]1[C:40]2[CH:41]=[C:42]([NH2:45])[CH:43]=[CH:44][C:39]=2[O:38][CH2:37][CH2:36]1)=O)(C)(C)C.Cl. Product: [O:38]1[C:39]2[CH:44]=[CH:43][C:42]([NH:45][C:2]3[C:11]4=[N:12][NH:13][CH:14]=[C:10]4[C:9]4[CH:8]=[C:7]([O:24][CH3:25])[C:6]([O:26][CH3:27])=[CH:5][C:4]=4[N:3]=3)=[CH:41][C:40]=2[NH:35][CH2:36][CH2:37]1. The catalyst class is: 71.